From a dataset of Peptide-MHC class II binding affinity with 134,281 pairs from IEDB. Regression. Given a peptide amino acid sequence and an MHC pseudo amino acid sequence, predict their binding affinity value. This is MHC class II binding data. (1) The binding affinity (normalized) is 0.255. The peptide sequence is YVYEPFPKEVWEQIF. The MHC is DRB1_1302 with pseudo-sequence DRB1_1302. (2) The peptide sequence is KTGQALVVGIYDEPM. The MHC is HLA-DQA10102-DQB10602 with pseudo-sequence HLA-DQA10102-DQB10602. The binding affinity (normalized) is 0.478. (3) The peptide sequence is WLGARYLEFEALGFLKK. The MHC is DRB1_0404 with pseudo-sequence DRB1_0404. The binding affinity (normalized) is 0.452. (4) The binding affinity (normalized) is 0.210. The peptide sequence is YKFIPALEAAVKQAY. The MHC is DRB4_0101 with pseudo-sequence DRB4_0103. (5) The peptide sequence is INEPQAAAIAYGLDR. The MHC is HLA-DQA10401-DQB10402 with pseudo-sequence HLA-DQA10401-DQB10402. The binding affinity (normalized) is 0.381. (6) The peptide sequence is ITVVLHKTSEPGKYTA. The MHC is DRB3_0101 with pseudo-sequence DRB3_0101. The binding affinity (normalized) is 0.150.